From a dataset of Forward reaction prediction with 1.9M reactions from USPTO patents (1976-2016). Predict the product of the given reaction. Given the reactants [N+:1]([C:4]1[CH:28]=[CH:27][C:26]([O:29][C:30]([F:33])([F:32])[F:31])=[CH:25][C:5]=1[C:6]([NH:8][CH2:9][C:10]([NH:12][C@@H:13]1[CH2:17][CH2:16][N:15](CC2C=CC=CC=2)[CH2:14]1)=[O:11])=[O:7])([O-])=O.[N+]([O-])(O)=O.[H][H], predict the reaction product. The product is: [NH2:1][C:4]1[CH:28]=[CH:27][C:26]([O:29][C:30]([F:33])([F:31])[F:32])=[CH:25][C:5]=1[C:6]([NH:8][CH2:9][C:10]([NH:12][C@@H:13]1[CH2:17][CH2:16][NH:15][CH2:14]1)=[O:11])=[O:7].